From a dataset of Catalyst prediction with 721,799 reactions and 888 catalyst types from USPTO. Predict which catalyst facilitates the given reaction. (1) Reactant: [Br:1][CH:2]([CH3:6])[C:3](Cl)=[O:4].[Cl-].[Al+3].[Cl-].[Cl-].[F:11][C:12]1[CH:20]=[CH:19][C:15]2[S:16][CH:17]=[CH:18][C:14]=2[CH:13]=1.BrC(C)C(C1C2C=C(F)C=CC=2SC=1)=O.C(=O)CC. Product: [Br:1][CH:2]([CH3:6])[C:3]([C:17]1[S:16][C:15]2[CH:19]=[CH:20][C:12]([F:11])=[CH:13][C:14]=2[CH:18]=1)=[O:4]. The catalyst class is: 4. (2) The catalyst class is: 10. Product: [CH3:1][O:2][C:13]([C:14]1[CH:19]=[CH:18][C:17]([CH2:20][C:21]([OH:23])=[O:22])=[CH:16][CH:15]=1)=[O:12]. Reactant: [CH3:1][OH:2].C(O)(=O)C.Cl[O-].[Ca+2].Cl[O-].[OH:12][CH2:13][C:14]1[CH:19]=[CH:18][C:17]([CH2:20][C:21]([OH:23])=[O:22])=[CH:16][CH:15]=1. (3) Reactant: [H-].[H-].[H-].[H-].[Li+].[Al+3].[C:7]([O:11][C:12](=[O:28])[N:13]([CH2:15][C@H:16]1[CH2:21][CH2:20][C@H:19]([C:22](=[O:27])N(OC)C)[CH2:18][CH2:17]1)[CH3:14])([CH3:10])([CH3:9])[CH3:8].OS([O-])(=O)=O.[K+]. Product: [C:7]([O:11][C:12](=[O:28])[N:13]([CH2:15][C@H:16]1[CH2:21][CH2:20][C@H:19]([CH:22]=[O:27])[CH2:18][CH2:17]1)[CH3:14])([CH3:8])([CH3:10])[CH3:9]. The catalyst class is: 1. (4) Reactant: [O:1]1[CH2:6][CH2:5][N:4]([C:7]2[C:8]3[N:9]([CH:13]=[C:14]([C:16](OCC)=[O:17])[N:15]=3)[CH:10]=[CH:11][N:12]=2)[CH2:3][CH2:2]1.[H-].[H-].[H-].[H-].[Li+].[Al+3]. Product: [O:1]1[CH2:2][CH2:3][N:4]([C:7]2[C:8]3[N:9]([CH:13]=[C:14]([CH2:16][OH:17])[N:15]=3)[CH:10]=[CH:11][N:12]=2)[CH2:5][CH2:6]1. The catalyst class is: 1. (5) Reactant: [Cl:1][C:2]1[CH:22]=[CH:21][C:5]([C:6]2[CH:7]=[CH:8][C:9]([CH2:19][CH3:20])=[C:10]([CH:12]([C:14]3[O:15][CH:16]=[CH:17][CH:18]=3)O)[CH:11]=2)=[CH:4][CH:3]=1.CC(C)=[O:25]. Product: [Cl:1][C:2]1[CH:22]=[CH:21][C:5]([C:6]2[CH:7]=[CH:8][C:9]([CH2:19][CH3:20])=[C:10]([CH:12]3[C:16](=[O:15])[CH:17]=[CH:18][CH:14]3[OH:25])[CH:11]=2)=[CH:4][CH:3]=1. The catalyst class is: 6.